This data is from Full USPTO retrosynthesis dataset with 1.9M reactions from patents (1976-2016). The task is: Predict the reactants needed to synthesize the given product. (1) Given the product [C:6]1([NH:5][C:15]([C:17]2[N:21]3[N:22]=[C:23]([Cl:27])[CH:24]=[C:25]([CH3:26])[C:20]3=[N:19][CH:18]=2)=[O:14])[CH:11]=[CH:10][CH:9]=[CH:8][CH:7]=1, predict the reactants needed to synthesize it. The reactants are: C[Al](C)C.[NH2:5][C:6]1[CH:11]=[CH:10][CH:9]=[CH:8][CH:7]=1.C([O:14][C:15]([C:17]1[N:21]2[N:22]=[C:23]([Cl:27])[CH:24]=[C:25]([CH3:26])[C:20]2=[N:19][CH:18]=1)=O)C. (2) The reactants are: [NH3:1].CO.O=[C:5]1[CH2:10][CH2:9][CH2:8][CH2:7][CH:6]1[C:11]([O:13][CH2:14][CH3:15])=[O:12]. Given the product [NH2:1][C:5]1[CH2:10][CH2:9][CH2:8][CH2:7][C:6]=1[C:11]([O:13][CH2:14][CH3:15])=[O:12], predict the reactants needed to synthesize it. (3) Given the product [Cl:8][C:9]1[CH:10]=[CH:11][C:12]2[O:19][C:16]([NH2:18])=[N:15][C:13]=2[CH:14]=1, predict the reactants needed to synthesize it. The reactants are: C(N(CC)CC)C.[Cl:8][C:9]1[CH:10]=[CH:11][C:12]([OH:19])=[C:13]([NH:15][C:16]([NH2:18])=S)[CH:14]=1.O1CCCC1.O1C2C=CC=CC=2N=C1.